From a dataset of Full USPTO retrosynthesis dataset with 1.9M reactions from patents (1976-2016). Predict the reactants needed to synthesize the given product. (1) Given the product [F:30][C:24]1[CH:25]=[CH:26][C:27]([F:29])=[CH:28][C:23]=1[S:20]([N:19]([C:15]1[CH:16]=[CH:17][CH:18]=[C:13]([C:3]2[C:2]([B:42]3[O:50][C:47]([CH3:49])([CH3:48])[C:44]([CH3:46])([CH3:45])[O:43]3)=[CH:6][N:5]([CH:7]3[CH2:12][CH2:11][O:10][CH2:9][CH2:8]3)[N:4]=2)[C:14]=1[F:34])[CH2:31][O:32][CH3:33])(=[O:22])=[O:21], predict the reactants needed to synthesize it. The reactants are: Br[C:2]1[C:3]([C:13]2[C:14]([F:34])=[C:15]([N:19]([CH2:31][O:32][CH3:33])[S:20]([C:23]3[CH:28]=[C:27]([F:29])[CH:26]=[CH:25][C:24]=3[F:30])(=[O:22])=[O:21])[CH:16]=[CH:17][CH:18]=2)=[N:4][N:5]([CH:7]2[CH2:12][CH2:11][O:10][CH2:9][CH2:8]2)[CH:6]=1.C(N(CC)CC)C.[BH3:42].[OH:43][C:44]([C:47]([OH:50])([CH3:49])[CH3:48])([CH3:46])[CH3:45]. (2) Given the product [C:40]([O:39][C:37](=[O:38])[NH:44][C:45]1[CH:50]=[CH:49][CH:48]=[CH:47][C:46]=1[NH:51][C:17](=[O:18])/[CH:16]=[CH:15]/[C:12]1[CH:13]=[CH:14][N:10]([S:7]([C:4]2[CH:5]=[CH:6][C:1]([C:20]3[CH:21]=[CH:22][CH:23]=[CH:24][CH:25]=3)=[CH:2][CH:3]=2)(=[O:9])=[O:8])[CH:11]=1)([CH3:43])([CH3:42])[CH3:41], predict the reactants needed to synthesize it. The reactants are: [C:1]1([C:20]2[CH:25]=[CH:24][CH:23]=[CH:22][CH:21]=2)[CH:6]=[CH:5][C:4]([S:7]([N:10]2[CH:14]=[CH:13][C:12](/[CH:15]=[CH:16]/[C:17](O)=[O:18])=[CH:11]2)(=[O:9])=[O:8])=[CH:3][CH:2]=1.C1C=CC2N(O)N=NC=2C=1.Cl.[C:37]([NH:44][C:45]1[CH:50]=[CH:49][CH:48]=[CH:47][C:46]=1[NH2:51])([O:39][C:40]([CH3:43])([CH3:42])[CH3:41])=[O:38]. (3) The reactants are: [CH2:1]([O:8][C@@H:9]([C@@H:35]1[NH:40][C@@H:39]([CH3:41])[CH:38]([OH:42])[O:37][CH2:36]1)[C@@H:10]([N:20]([CH2:28][C:29]1[CH:34]=[CH:33][CH:32]=[CH:31][CH:30]=1)[CH2:21][C:22]1[CH:27]=[CH:26][CH:25]=[CH:24][CH:23]=1)[CH2:11][C:12]1[CH:17]=[C:16]([F:18])[CH:15]=[C:14]([F:19])[CH:13]=1)[C:2]1[CH:7]=[CH:6][CH:5]=[CH:4][CH:3]=1.[CH2:43](O)[C:44]([CH3:47])([CH3:46])[CH3:45].CS(O)(=O)=O.C(=O)(O)[O-].[Na+]. Given the product [CH2:28]([N:20]([CH2:21][C:22]1[CH:27]=[CH:26][CH:25]=[CH:24][CH:23]=1)[C@@H:10]([CH2:11][C:12]1[CH:13]=[C:14]([F:19])[CH:15]=[C:16]([F:18])[CH:17]=1)[C@@H:9]([O:8][CH2:1][C:2]1[CH:3]=[CH:4][CH:5]=[CH:6][CH:7]=1)[C@H:35]1[CH2:36][O:37][C@@H:38]([O:42][CH2:43][C:44]([CH3:47])([CH3:46])[CH3:45])[C@H:39]([CH3:41])[NH:40]1)[C:29]1[CH:30]=[CH:31][CH:32]=[CH:33][CH:34]=1, predict the reactants needed to synthesize it. (4) The reactants are: C(OC([N:8]1[C:16]2[C:11](=[CH:12][CH:13]=[C:14]([F:17])[CH:15]=2)[C:10]([C:18]2[CH:32]=[CH:31][C:21]3[N:22]=[C:23]([CH2:25][CH2:26][S:27]([CH3:30])(=[O:29])=[O:28])[O:24][C:20]=3[CH:19]=2)=[CH:9]1)=O)(C)(C)C. Given the product [F:17][C:14]1[CH:15]=[C:16]2[C:11]([C:10]([C:18]3[CH:32]=[CH:31][C:21]4[N:22]=[C:23]([CH2:25][CH2:26][S:27]([CH3:30])(=[O:29])=[O:28])[O:24][C:20]=4[CH:19]=3)=[CH:9][NH:8]2)=[CH:12][CH:13]=1, predict the reactants needed to synthesize it. (5) Given the product [CH2:6]([O:8][C:9]([C:11]1[N:12]([CH3:35])[C:13]([CH2:33][CH3:34])=[C:14]([C:31]#[N:32])[C:15]=1[C:16]1[CH:17]=[CH:18][C:19]([C:22]2[C:27]([NH2:28])=[CH:26][CH:25]=[CH:24][N:23]=2)=[CH:20][CH:21]=1)=[O:10])[CH3:7], predict the reactants needed to synthesize it. The reactants are: O.O.[Sn](Cl)Cl.[CH2:6]([O:8][C:9]([C:11]1[N:12]([CH3:35])[C:13]([CH2:33][CH3:34])=[C:14]([C:31]#[N:32])[C:15]=1[C:16]1[CH:21]=[CH:20][C:19]([C:22]2[C:27]([N+:28]([O-])=O)=[CH:26][CH:25]=[CH:24][N:23]=2)=[CH:18][CH:17]=1)=[O:10])[CH3:7].